This data is from Reaction yield outcomes from USPTO patents with 853,638 reactions. The task is: Predict the reaction yield, written as a fraction of the theoretical maximum amount of product (1.0 means a 100% yield; for example, 0.34 means a 34% yield). (1) The reactants are C(OC(=O)[NH:7][CH2:8][CH2:9][CH2:10][N:11]([CH:21]([C:24]1[N:25]([CH2:35][C:36]2[CH:41]=[CH:40][CH:39]=[C:38]([F:42])[CH:37]=2)[C:26](=[O:34])[C:27]2[C:32]([CH3:33])=[N:31][S:30][C:28]=2[N:29]=1)[CH2:22][CH3:23])[C:12](=[O:20])[C:13]1[CH:18]=[CH:17][C:16]([CH3:19])=[CH:15][CH:14]=1)(C)(C)C.[ClH:44]. The catalyst is O1CCOCC1. The product is [ClH:44].[NH2:7][CH2:8][CH2:9][CH2:10][N:11]([CH:21]([C:24]1[N:25]([CH2:35][C:36]2[CH:41]=[CH:40][CH:39]=[C:38]([F:42])[CH:37]=2)[C:26](=[O:34])[C:27]2[C:32]([CH3:33])=[N:31][S:30][C:28]=2[N:29]=1)[CH2:22][CH3:23])[C:12](=[O:20])[C:13]1[CH:14]=[CH:15][C:16]([CH3:19])=[CH:17][CH:18]=1. The yield is 0.800. (2) The reactants are Cl[C:2]1[C:11]2[C:6](=[CH:7][N:8]=[C:9](F)[CH:10]=2)[N:5]=[CH:4][C:3]=1[C:13]#[N:14].[NH2:15][C:16]1[CH:21]=[CH:20][CH:19]=[C:18]([CH3:22])[CH:17]=1.[NH2:23][CH2:24][C:25]1[CH:26]=[N:27][CH:28]=[CH:29][CH:30]=1. The catalyst is COCCOC. The product is [CH3:22][C:18]1[CH:17]=[C:16]([NH:15][C:2]2[C:11]3[C:6](=[CH:7][N:8]=[C:9]([NH:23][CH2:24][C:25]4[CH:26]=[N:27][CH:28]=[CH:29][CH:30]=4)[CH:10]=3)[N:5]=[CH:4][C:3]=2[C:13]#[N:14])[CH:21]=[CH:20][CH:19]=1. The yield is 0.0210. (3) The reactants are [O:1]1[CH2:6][CH2:5][CH:4]([O:7][C:8]2[C:9]3[N:17]=[C:16]([C:18]4[CH:19]=[C:20]([NH2:24])[CH:21]=[N:22][CH:23]=4)[CH:15]=[CH:14][C:10]=3[N:11]=[CH:12][N:13]=2)[CH2:3][CH2:2]1.[Br:25][C:26]1[CH:31]=[C:30]([Br:32])[CH:29]=[CH:28][C:27]=1[S:33](Cl)(=[O:35])=[O:34]. The catalyst is N1C=CC=CC=1.C(Cl)Cl. The product is [Br:25][C:26]1[CH:31]=[C:30]([Br:32])[CH:29]=[CH:28][C:27]=1[S:33]([NH:24][C:20]1[CH:21]=[N:22][CH:23]=[C:18]([C:16]2[CH:15]=[CH:14][C:10]3[N:11]=[CH:12][N:13]=[C:8]([O:7][CH:4]4[CH2:5][CH2:6][O:1][CH2:2][CH2:3]4)[C:9]=3[N:17]=2)[CH:19]=1)(=[O:35])=[O:34]. The yield is 0.570. (4) The reactants are Br[C:2]1[C:7]([CH3:8])=[CH:6][C:5]([N+:9]([O-:11])=[O:10])=[CH:4][C:3]=1[Cl:12].[C:13]([O:17][C:18](=[O:41])[NH:19][C:20]([C:22]1[S:23][C:24]([S:39][CH3:40])=[C:25]([S:27]([C:30]2[CH:35]=[CH:34][C:33](O)=[C:32](B)[C:31]=2O)(=[O:29])=[O:28])[CH:26]=1)=[NH:21])([CH3:16])([CH3:15])[CH3:14].C(O)C.C1(C)C=CC=CC=1. The catalyst is C([O-])([O-])=O.[Na+].[Na+].C1C=CC([P]([Pd]([P](C2C=CC=CC=2)(C2C=CC=CC=2)C2C=CC=CC=2)([P](C2C=CC=CC=2)(C2C=CC=CC=2)C2C=CC=CC=2)[P](C2C=CC=CC=2)(C2C=CC=CC=2)C2C=CC=CC=2)(C2C=CC=CC=2)C2C=CC=CC=2)=CC=1.CCOC(C)=O. The product is [C:13]([O:17][C:18](=[O:41])[NH:19][C:20]([C:22]1[S:23][C:24]([S:39][CH3:40])=[C:25]([S:27]([C:30]2[CH:31]=[C:32]([C:2]3[C:7]([CH3:8])=[CH:6][C:5]([N+:9]([O-:11])=[O:10])=[CH:4][C:3]=3[Cl:12])[CH:33]=[CH:34][CH:35]=2)(=[O:29])=[O:28])[CH:26]=1)=[NH:21])([CH3:16])([CH3:15])[CH3:14]. The yield is 0.290. (5) The reactants are [Cl:1][C:2]1[CH:8]=[C:7]([O:9][C:10]2[C:19]3[C:14](=[CH:15][C:16]([O:22][CH3:23])=[C:17]([O:20][CH3:21])[CH:18]=3)[N:13]=[CH:12][N:11]=2)[CH:6]=[CH:5][C:3]=1[NH2:4].[C:24]1([CH3:30])[CH:29]=[CH:28][CH:27]=[CH:26][CH:25]=1.C(N(CC)CC)C.Cl[C:39](Cl)([O:41][C:42](=O)OC(Cl)(Cl)Cl)Cl.CC1C=CC(C[SH:56])=CC=1. The catalyst is C(Cl)Cl. The product is [Cl:1][C:2]1[CH:8]=[C:7]([O:9][C:10]2[C:19]3[C:14](=[CH:15][C:16]([O:22][CH3:23])=[C:17]([O:20][CH3:21])[CH:18]=3)[N:13]=[CH:12][N:11]=2)[CH:6]=[CH:5][C:3]=1[NH:4][C:39](=[S:56])[O:41][CH2:42][C:27]1[CH:28]=[CH:29][C:24]([CH3:30])=[CH:25][CH:26]=1. The yield is 0.420. (6) The reactants are [C:1]([O:5][C:6]([NH:8][C@H:9]([C:16]([OH:18])=O)[CH2:10][C:11]1[N:15]=[CH:14][NH:13][CH:12]=1)=[O:7])([CH3:4])([CH3:3])[CH3:2].CN(C(ON1N=NC2C=CC=CC1=2)=[N+](C)C)C.[B-](F)(F)(F)F.C1C=CC2N(O)N=NC=2C=1.CN1CCOCC1.Cl.[CH3:59][O:60][C:61]1[CH:62]=[C:63]([C:69]2[C@@H:78]3[C@@H:73]([CH2:74][CH2:75][CH2:76][CH2:77]3)[C:72](=[O:79])[N:71]([CH:80]3[CH2:85][CH2:84][NH:83][CH2:82][CH2:81]3)[N:70]=2)[CH:64]=[CH:65][C:66]=1[O:67][CH3:68]. The catalyst is CN(C=O)C.O. The product is [OH-:5].[NH4+:8].[CH3:59][O:60][C:61]1[CH:62]=[C:63]([C:69]2[C@@H:78]3[C@@H:73]([CH2:74][CH2:75][CH2:76][CH2:77]3)[C:72](=[O:79])[N:71]([CH:80]3[CH2:81][CH2:82][N:83]([C:16](=[O:18])[C@@H:9]([NH:8][C:6](=[O:7])[O:5][C:1]([CH3:2])([CH3:3])[CH3:4])[CH2:10][C:11]4[N:15]=[CH:14][NH:13][CH:12]=4)[CH2:84][CH2:85]3)[N:70]=2)[CH:64]=[CH:65][C:66]=1[O:67][CH3:68]. The yield is 0.0200. (7) The reactants are Br[C:2]1[CH:3]=[C:4]2[C:10]([C:11]3[C:12]([CH3:24])=[N:13][N:14]([CH2:16][C:17]4[CH:22]=[CH:21][CH:20]=[C:19]([F:23])[CH:18]=4)[CH:15]=3)=[CH:9][N:8]([S:25]([C:28]3[CH:34]=[CH:33][C:31]([CH3:32])=[CH:30][CH:29]=3)(=[O:27])=[O:26])[C:5]2=[N:6][CH:7]=1.[F:35][C:36]1[CH:41]=[C:40](B2OC(C)(C)C(C)(C)O2)[CH:39]=[CH:38][C:37]=1[C:51]1[CH2:56][CH2:55][N:54]([C:57]([O:59][C:60]([CH3:63])([CH3:62])[CH3:61])=[O:58])[CH2:53][CH:52]=1.C(=O)([O-])[O-].[Na+].[Na+]. The catalyst is COCCOC.O.Cl[Pd](Cl)([P](C1C=CC=CC=1)(C1C=CC=CC=1)C1C=CC=CC=1)[P](C1C=CC=CC=1)(C1C=CC=CC=1)C1C=CC=CC=1. The product is [F:35][C:36]1[CH:41]=[C:40]([C:2]2[CH:3]=[C:4]3[C:10]([C:11]4[C:12]([CH3:24])=[N:13][N:14]([CH2:16][C:17]5[CH:22]=[CH:21][CH:20]=[C:19]([F:23])[CH:18]=5)[CH:15]=4)=[CH:9][N:8]([S:25]([C:28]4[CH:29]=[CH:30][C:31]([CH3:32])=[CH:33][CH:34]=4)(=[O:26])=[O:27])[C:5]3=[N:6][CH:7]=2)[CH:39]=[CH:38][C:37]=1[C:51]1[CH2:56][CH2:55][N:54]([C:57]([O:59][C:60]([CH3:63])([CH3:62])[CH3:61])=[O:58])[CH2:53][CH:52]=1. The yield is 0.612.